From a dataset of Catalyst prediction with 721,799 reactions and 888 catalyst types from USPTO. Predict which catalyst facilitates the given reaction. Reactant: C([NH:4][C@:5]1([C:22](NC(C)(C)C)=[O:23])[C@@H:9]([CH2:10][CH2:11][CH2:12][B:13]2[O:17]C(C)(C)C(C)(C)[O:14]2)[CH2:8][NH:7][CH2:6]1)(=O)C.C([N:39]1[CH2:44][CH2:43][C:42](=O)[CH2:41][CH2:40]1)(OCC1C=CC=CC=1)=O.S([O-])([O-])(=O)=[O:47].[Na+].[Na+].C(O)(=O)C.C(O[BH-](OC(=O)C)OC(=O)C)(=O)C.[Na+].C(=O)([O-])[O-].[Na+].[Na+]. Product: [NH2:4][C@:5]1([C:22]([OH:23])=[O:47])[C@@H:9]([CH2:10][CH2:11][CH2:12][B:13]([OH:14])[OH:17])[CH2:8][N:7]([CH:42]2[CH2:43][CH2:44][NH:39][CH2:40][CH2:41]2)[CH2:6]1. The catalyst class is: 26.